Dataset: Reaction yield outcomes from USPTO patents with 853,638 reactions. Task: Predict the reaction yield, written as a fraction of the theoretical maximum amount of product (1.0 means a 100% yield; for example, 0.34 means a 34% yield). (1) The reactants are [C:1]([Si:5]([CH3:8])([CH3:7])Cl)([CH3:4])([CH3:3])[CH3:2].[Cl:9][C:10]1[CH:15]=[CH:14][C:13]([OH:16])=[CH:12][C:11]=1OC.N1C=CN=[CH:20]1. The catalyst is CN(C=O)C. The product is [C:1]([Si:5]([O:16][C:13]1[CH:14]=[CH:15][C:10]([Cl:9])=[C:11]([CH3:20])[CH:12]=1)([CH3:8])[CH3:7])([CH3:4])([CH3:3])[CH3:2]. The yield is 0.960. (2) The reactants are C1(P(C2CCCCC2)C2C=CC=CC=2C2C=CC=CC=2)CCCCC1.[CH3:26][O:27][C:28]([C:30]1[CH:35]=[CH:34][C:33]([CH:36]2[CH2:38][CH2:37]2)=[C:32](Cl)[N:31]=1)=[O:29].[Cl:40][C:41]1[CH:47]=[C:46]([Cl:48])[CH:45]=[CH:44][C:42]=1[NH2:43].C(=O)([O-])[O-].[K+].[K+]. The catalyst is O1CCOCC1.C([O-])(=O)C.[Pd+2].C([O-])(=O)C. The product is [CH3:26][O:27][C:28]([C:30]1[CH:35]=[CH:34][C:33]([CH:36]2[CH2:38][CH2:37]2)=[C:32]([NH:43][C:42]2[CH:44]=[CH:45][C:46]([Cl:48])=[CH:47][C:41]=2[Cl:40])[N:31]=1)=[O:29]. The yield is 0.390. (3) The reactants are [C:1]([C:4]1[CH:9]=[CH:8][C:7](B(O)O)=[CH:6][CH:5]=1)([OH:3])=[O:2].Br[C:14]1[N:19]=[CH:18][CH:17]=[CH:16][N:15]=1.C(=O)([O-])[O-].[Na+].[Na+]. The yield is 0.890. The product is [N:15]1[CH:16]=[CH:17][CH:18]=[N:19][C:14]=1[C:7]1[CH:8]=[CH:9][C:4]([C:1]([OH:3])=[O:2])=[CH:5][CH:6]=1. The catalyst is C(#N)C. (4) The product is [Cl:1][CH2:2][CH2:3][CH2:4][O:5][C:6]1[CH:15]=[C:14]2[C:9]([C:10]([NH:16][C:17]3[NH:21][N:20]=[C:19]([CH2:22][C:23]([OH:25])=[O:24])[CH:18]=3)=[N:11][CH:12]=[N:13]2)=[CH:8][C:7]=1[O:27][CH3:28]. The reactants are [Cl:1][CH2:2][CH2:3][CH2:4][O:5][C:6]1[CH:15]=[C:14]2[C:9]([C:10]([NH:16][C:17]3[NH:21][N:20]=[C:19]([CH2:22][C:23]([O:25]C)=[O:24])[CH:18]=3)=[N:11][CH:12]=[N:13]2)=[CH:8][C:7]=1[O:27][CH3:28].O.[OH-].[Li+].Cl. The catalyst is O1CCCC1. The yield is 0.750.